Dataset: Forward reaction prediction with 1.9M reactions from USPTO patents (1976-2016). Task: Predict the product of the given reaction. (1) Given the reactants C(OC([N:8]1[CH2:13][CH2:12][CH:11]([NH:14][CH2:15][C:16]2[CH:21]=[CH:20][C:19]([CH3:22])=[C:18]([F:23])[CH:17]=2)[CH2:10][CH2:9]1)=O)(C)(C)C.Cl, predict the reaction product. The product is: [F:23][C:18]1[CH:17]=[C:16]([CH:21]=[CH:20][C:19]=1[CH3:22])[CH2:15][NH:14][CH:11]1[CH2:12][CH2:13][NH:8][CH2:9][CH2:10]1. (2) Given the reactants [Br:1][C:2]1[CH:3]=[C:4]2[C:9](=[CH:10][CH:11]=1)[NH:8][C@@H:7]([CH:12]1[CH2:14][CH2:13]1)[C@H:6]([CH3:15])[C@H:5]2[NH:16][C:17](=[O:23])[O:18][C:19]([CH3:22])([CH3:21])[CH3:20].CCN(C(C)C)C(C)C.[C:33](Cl)(=[O:35])[CH3:34], predict the reaction product. The product is: [C:33]([N:8]1[C:9]2[C:4](=[CH:3][C:2]([Br:1])=[CH:11][CH:10]=2)[C@H:5]([NH:16][C:17](=[O:23])[O:18][C:19]([CH3:22])([CH3:21])[CH3:20])[C@@H:6]([CH3:15])[C@@H:7]1[CH:12]1[CH2:13][CH2:14]1)(=[O:35])[CH3:34]. (3) The product is: [CH3:15][CH:11]([CH2:10][CH2:9][CH:8]=[C:7]([CH3:16])[CH2:6][CH2:5][CH:4]=[C:2]([CH3:1])[CH3:3])[CH2:12][CH:13]([OH:14])[CH:20]([N+:17]([O-:19])=[O:18])[CH3:21]. Given the reactants [CH3:1][CH:2]([CH2:4][CH2:5][CH2:6]/[C:7](/[CH3:16])=[CH:8]/[CH2:9][CH2:10]/[C:11](/[CH3:15])=[CH:12]/[CH:13]=[O:14])[CH3:3].[N+:17]([CH2:20][CH3:21])([O-:19])=[O:18], predict the reaction product.